The task is: Predict which catalyst facilitates the given reaction.. This data is from Catalyst prediction with 721,799 reactions and 888 catalyst types from USPTO. Reactant: [NH2:1][C:2]1[CH2:8][C:7]([C:9]([O:11][CH2:12][CH3:13])=[O:10])=[CH:6][C:5]2[CH:14]=[C:15](Br)[CH:16]=[CH:17][C:4]=2[N:3]=1.[CH3:19][N:20]([CH3:32])[C:21]([C:23]1[CH:28]=[CH:27][C:26](B(O)O)=[CH:25][CH:24]=1)=[O:22].C(=O)([O-])[O-].[Cs+].[Cs+]. Product: [NH2:1][C:2]1[CH2:8][C:7]([C:9]([O:11][CH2:12][CH3:13])=[O:10])=[CH:6][C:5]2[CH:14]=[C:15]([C:26]3[CH:27]=[CH:28][C:23]([C:21](=[O:22])[N:20]([CH3:19])[CH3:32])=[CH:24][CH:25]=3)[CH:16]=[CH:17][C:4]=2[N:3]=1. The catalyst class is: 398.